The task is: Predict the reactants needed to synthesize the given product.. This data is from Full USPTO retrosynthesis dataset with 1.9M reactions from patents (1976-2016). (1) The reactants are: [Br-].[C:2]1([CH3:23])[CH:7]=[C:6]([CH3:8])[CH:5]=[C:4]([CH3:9])[C:3]=1[N+:10]1[CH:14]=[CH:13][N:12]([CH2:15][CH2:16][CH2:17][CH2:18][CH2:19][CH2:20][CH2:21][CH3:22])[CH:11]=1.CO.[F:26][P-:27]([F:32])([F:31])([F:30])([F:29])[F:28].[NH4+]. Given the product [F:26][P-:27]([F:32])([F:31])([F:30])([F:29])[F:28].[C:4]1([CH3:9])[CH:5]=[C:6]([CH3:8])[CH:7]=[C:2]([CH3:23])[C:3]=1[N+:10]1[CH:14]=[CH:13][N:12]([CH2:15][CH2:16][CH2:17][CH2:18][CH2:19][CH2:20][CH2:21][CH3:22])[CH:11]=1, predict the reactants needed to synthesize it. (2) The reactants are: [CH:1]1[CH:2]=[CH:3][C:4]([C@@H:7]([NH2:24])[C:8]([NH:10][C@@H:11]2[C:14](=[O:15])[N:13]3[C:16]([C:21]([OH:23])=[O:22])=[C:17]([Cl:20])[CH2:18][S:19][C@H:12]23)=[O:9])=[CH:5][CH:6]=1.N. Given the product [CH2:18]1[S:19][C@@H:12]2[C@H:11]([NH:10][C:8]([C@H:7]([NH2:24])[C:4]3[CH:5]=[CH:6][CH:1]=[CH:2][CH:3]=3)=[O:9])[C:14](=[O:15])[N:13]2[C:16]([C:21]([OH:23])=[O:22])=[C:17]1[Cl:20].[OH2:9], predict the reactants needed to synthesize it. (3) Given the product [F:1][C:2]1[C:10]([N+:11]([O-:13])=[O:12])=[CH:9][CH:8]=[C:7]2[C:3]=1[C:4]([CH3:16])([CH3:15])[C:5](=[O:14])[N:6]2[CH2:23][C:24]([F:27])([F:26])[F:25], predict the reactants needed to synthesize it. The reactants are: [F:1][C:2]1[C:10]([N+:11]([O-:13])=[O:12])=[CH:9][CH:8]=[C:7]2[C:3]=1[C:4]([CH3:16])([CH3:15])[C:5](=[O:14])[NH:6]2.FC(F)(F)S(O[CH2:23][C:24]([F:27])([F:26])[F:25])(=O)=O.C(=O)([O-])[O-].[K+].[K+].CN(C=O)C.